This data is from NCI-60 drug combinations with 297,098 pairs across 59 cell lines. The task is: Regression. Given two drug SMILES strings and cell line genomic features, predict the synergy score measuring deviation from expected non-interaction effect. (1) Drug 1: C(=O)(N)NO. Drug 2: CCCCC(=O)OCC(=O)C1(CC(C2=C(C1)C(=C3C(=C2O)C(=O)C4=C(C3=O)C=CC=C4OC)O)OC5CC(C(C(O5)C)O)NC(=O)C(F)(F)F)O. Cell line: MDA-MB-435. Synergy scores: CSS=14.4, Synergy_ZIP=2.64, Synergy_Bliss=2.30, Synergy_Loewe=-9.67, Synergy_HSA=-0.856. (2) Drug 1: COC1=C(C=C2C(=C1)N=CN=C2NC3=CC(=C(C=C3)F)Cl)OCCCN4CCOCC4. Drug 2: C1CN(P(=O)(OC1)NCCCl)CCCl. Cell line: SF-268. Synergy scores: CSS=12.3, Synergy_ZIP=2.34, Synergy_Bliss=5.42, Synergy_Loewe=-16.9, Synergy_HSA=4.18. (3) Drug 2: CC1=C2C(C(=O)C3(C(CC4C(C3C(C(C2(C)C)(CC1OC(=O)C(C(C5=CC=CC=C5)NC(=O)OC(C)(C)C)O)O)OC(=O)C6=CC=CC=C6)(CO4)OC(=O)C)OC)C)OC. Synergy scores: CSS=52.5, Synergy_ZIP=-1.57, Synergy_Bliss=-2.50, Synergy_Loewe=1.90, Synergy_HSA=4.44. Drug 1: CCCS(=O)(=O)NC1=C(C(=C(C=C1)F)C(=O)C2=CNC3=C2C=C(C=N3)C4=CC=C(C=C4)Cl)F. Cell line: UACC62. (4) Drug 1: CCN(CC)CCCC(C)NC1=C2C=C(C=CC2=NC3=C1C=CC(=C3)Cl)OC. Drug 2: CC12CCC3C(C1CCC2OP(=O)(O)O)CCC4=C3C=CC(=C4)OC(=O)N(CCCl)CCCl.[Na+]. Cell line: NCIH23. Synergy scores: CSS=5.75, Synergy_ZIP=-4.39, Synergy_Bliss=-0.995, Synergy_Loewe=-12.9, Synergy_HSA=-3.93. (5) Drug 1: C1=CC(=CC=C1C#N)C(C2=CC=C(C=C2)C#N)N3C=NC=N3. Drug 2: CC1C(C(CC(O1)OC2CC(OC(C2O)C)OC3=CC4=CC5=C(C(=O)C(C(C5)C(C(=O)C(C(C)O)O)OC)OC6CC(C(C(O6)C)O)OC7CC(C(C(O7)C)O)OC8CC(C(C(O8)C)O)(C)O)C(=C4C(=C3C)O)O)O)O. Cell line: A549. Synergy scores: CSS=58.0, Synergy_ZIP=0.738, Synergy_Bliss=-0.415, Synergy_Loewe=-1.20, Synergy_HSA=-0.226. (6) Drug 1: CC1=C(C=C(C=C1)NC(=O)C2=CC=C(C=C2)CN3CCN(CC3)C)NC4=NC=CC(=N4)C5=CN=CC=C5. Drug 2: CS(=O)(=O)CCNCC1=CC=C(O1)C2=CC3=C(C=C2)N=CN=C3NC4=CC(=C(C=C4)OCC5=CC(=CC=C5)F)Cl. Cell line: EKVX. Synergy scores: CSS=1.19, Synergy_ZIP=-0.355, Synergy_Bliss=1.98, Synergy_Loewe=-11.1, Synergy_HSA=-2.51. (7) Drug 2: C1CN1P(=S)(N2CC2)N3CC3. Cell line: MDA-MB-231. Synergy scores: CSS=26.1, Synergy_ZIP=-6.65, Synergy_Bliss=-9.18, Synergy_Loewe=0.211, Synergy_HSA=0.768. Drug 1: CC1=CC=C(C=C1)C2=CC(=NN2C3=CC=C(C=C3)S(=O)(=O)N)C(F)(F)F. (8) Drug 1: C1=CC=C(C=C1)NC(=O)CCCCCCC(=O)NO. Drug 2: C#CCC(CC1=CN=C2C(=N1)C(=NC(=N2)N)N)C3=CC=C(C=C3)C(=O)NC(CCC(=O)O)C(=O)O. Cell line: K-562. Synergy scores: CSS=81.7, Synergy_ZIP=25.9, Synergy_Bliss=0.400, Synergy_Loewe=33.1, Synergy_HSA=1.38. (9) Drug 1: CC12CCC3C(C1CCC2O)C(CC4=C3C=CC(=C4)O)CCCCCCCCCS(=O)CCCC(C(F)(F)F)(F)F. Drug 2: COC1=C2C(=CC3=C1OC=C3)C=CC(=O)O2. Cell line: U251. Synergy scores: CSS=-5.64, Synergy_ZIP=10.3, Synergy_Bliss=4.79, Synergy_Loewe=-4.39, Synergy_HSA=-3.25. (10) Drug 1: C1=NC2=C(N=C(N=C2N1C3C(C(C(O3)CO)O)O)F)N. Drug 2: CS(=O)(=O)CCNCC1=CC=C(O1)C2=CC3=C(C=C2)N=CN=C3NC4=CC(=C(C=C4)OCC5=CC(=CC=C5)F)Cl. Cell line: MCF7. Synergy scores: CSS=7.80, Synergy_ZIP=-1.57, Synergy_Bliss=0.116, Synergy_Loewe=-5.51, Synergy_HSA=-2.18.